Dataset: Forward reaction prediction with 1.9M reactions from USPTO patents (1976-2016). Task: Predict the product of the given reaction. (1) The product is: [Cl:1][C:2]1[CH:9]=[C:8]([S:10][C:11]([F:16])([F:17])[C:12]([F:14])([F:15])[F:13])[CH:7]=[CH:6][C:3]=1[N:4]([CH3:5])[C:24]([NH:23][C:21](=[O:22])[C:20]1[C:19]([F:18])=[CH:29][CH:28]=[CH:27][C:26]=1[F:30])=[O:25]. Given the reactants [Cl:1][C:2]1[CH:9]=[C:8]([S:10][C:11]([F:17])([F:16])[C:12]([F:15])([F:14])[F:13])[CH:7]=[CH:6][C:3]=1[NH:4][CH3:5].[F:18][C:19]1[CH:29]=[CH:28][CH:27]=[C:26]([F:30])[C:20]=1[C:21]([N:23]=[C:24]=[O:25])=[O:22].CCCCCC, predict the reaction product. (2) The product is: [OH:18][CH2:17][C@H:14]1[CH2:13][CH2:12][C@H:11]([NH:10][C:8](=[O:9])[O:7][C:3]([CH3:5])([CH3:4])[CH3:6])[CH2:16][CH2:15]1. Given the reactants [BH4-].[Li+].[C:3]([O:7][C:8]([NH:10][C@H:11]1[CH2:16][CH2:15][C@H:14]([C:17](OC)=[O:18])[CH2:13][CH2:12]1)=[O:9])([CH3:6])([CH3:5])[CH3:4].C(O)(=O)CC(CC(O)=O)(C(O)=O)O.[OH-].[Na+], predict the reaction product. (3) Given the reactants [CH3:1][N:2]([CH2:23][CH:24]1[CH2:28][CH2:27][NH:26][CH2:25]1)[S:3]([N:6]1[C:11]2([CH2:13][CH2:12]2)[CH2:10][N:9]([C:14]2[C:15]3[CH:22]=[CH:21][NH:20][C:16]=3[N:17]=[CH:18][N:19]=2)[CH2:8][CH2:7]1)(=[O:5])=[O:4].CCN(C(C)C)C(C)C.[CH2:38]([S:41](Cl)(=[O:43])=[O:42])[CH2:39][CH3:40], predict the reaction product. The product is: [CH3:1][N:2]([CH2:23][CH:24]1[CH2:28][CH2:27][N:26]([S:41]([CH2:38][CH2:39][CH3:40])(=[O:43])=[O:42])[CH2:25]1)[S:3]([N:6]1[C:11]2([CH2:13][CH2:12]2)[CH2:10][N:9]([C:14]2[C:15]3[CH:22]=[CH:21][NH:20][C:16]=3[N:17]=[CH:18][N:19]=2)[CH2:8][CH2:7]1)(=[O:4])=[O:5]. (4) Given the reactants [C:1]([O:5][C:6](=[O:22])[NH:7][C:8]1[CH:13]=[C:12](Cl)[C:11]([C:15]([F:18])([F:17])[F:16])=[CH:10][C:9]=1[N+:19]([O-:21])=[O:20])([CH3:4])([CH3:3])[CH3:2].Cl.[CH:24]1([NH:27][CH3:28])[CH2:26][CH2:25]1.CCN(CC)CC, predict the reaction product. The product is: [C:1]([O:5][C:6](=[O:22])[NH:7][C:8]1[CH:13]=[C:12]([N:27]([CH:24]2[CH2:26][CH2:25]2)[CH3:28])[C:11]([C:15]([F:18])([F:17])[F:16])=[CH:10][C:9]=1[N+:19]([O-:21])=[O:20])([CH3:4])([CH3:3])[CH3:2]. (5) The product is: [NH2:12][C:11]1[CH:13]=[CH:14][C:15]([C:25]2[C:24]3[CH:36]=[CH:37][N:38]([S:39]([C:42]4[CH:47]=[CH:46][C:45]([CH3:48])=[CH:44][CH:43]=4)(=[O:41])=[O:40])[C:23]=3[C:22](=[O:49])[N:21]([CH3:20])[CH:26]=2)=[C:9]([O:8][CH2:1][C:2]2[CH:7]=[CH:6][CH:5]=[CH:4][CH:3]=2)[C:10]=1[N+:17]([O-:19])=[O:18]. Given the reactants [CH2:1]([O:8][C:9]1[C:10]([N+:17]([O-:19])=[O:18])=[C:11]([CH:13]=[CH:14][C:15]=1Br)[NH2:12])[C:2]1[CH:7]=[CH:6][CH:5]=[CH:4][CH:3]=1.[CH3:20][N:21]1[CH:26]=[C:25](B2OC(C)(C)C(C)(C)O2)[C:24]2[CH:36]=[CH:37][N:38]([S:39]([C:42]3[CH:47]=[CH:46][C:45]([CH3:48])=[CH:44][CH:43]=3)(=[O:41])=[O:40])[C:23]=2[C:22]1=[O:49], predict the reaction product. (6) Given the reactants S(Cl)(Cl)=O.[CH3:5][N:6]1[CH2:33][CH2:32][C:9]2[N:10]([CH2:18][C:19]([C:22]3[CH:31]=[CH:30][C:25]([C:26]([NH:28][CH3:29])=[O:27])=[CH:24][CH:23]=3)(O)[CH3:20])[C:11]3[CH:12]=[CH:13][C:14]([CH3:17])=[CH:15][C:16]=3[C:8]=2[CH2:7]1.[OH-].[K+], predict the reaction product. The product is: [CH3:5][N:6]1[CH2:33][CH2:32][C:9]2[N:10]([CH:18]=[C:19]([C:22]3[CH:23]=[CH:24][C:25]([C:26]([NH:28][CH3:29])=[O:27])=[CH:30][CH:31]=3)[CH3:20])[C:11]3[CH:12]=[CH:13][C:14]([CH3:17])=[CH:15][C:16]=3[C:8]=2[CH2:7]1. (7) Given the reactants [C:1]([C:5]1[CH:6]=[CH:7][C:8]2[CH2:9][C:10]3[C:15]([C:16]=2[CH:17]=1)=[CH:14][C:13]([C:18]([CH3:21])([CH3:20])[CH3:19])=[CH:12][CH:11]=3)([CH3:4])([CH3:3])[CH3:2].CCCCCC.C([Li])CCC.[CH3:33][C:34]1([C:40]2[CH:41]=[CH:42][C:43](=[C:45]([CH3:47])[CH3:46])[CH:44]=2)[CH2:39][CH2:38][CH2:37][CH2:36][CH2:35]1, predict the reaction product. The product is: [CH3:33][C:34]1([C:40]2[CH:41]=[CH:42][CH:43]([C:45]([C:11]3[C:10]4[CH2:9][C:8]5[C:16](=[CH:17][C:5]([C:1]([CH3:4])([CH3:3])[CH3:2])=[CH:6][CH:7]=5)[C:15]=4[CH:14]=[C:13]([C:18]([CH3:21])([CH3:20])[CH3:19])[CH:12]=3)([CH3:47])[CH3:46])[CH:44]=2)[CH2:35][CH2:36][CH2:37][CH2:38][CH2:39]1. (8) The product is: [CH:1]1([CH2:6][C@H:7]([N:21]2[CH2:25][C:24]([O:26][C:27]3[C:28]([F:34])=[CH:29][CH:30]=[CH:31][C:32]=3[F:33])=[CH:23][C:22]2=[O:35])[C:8]([NH:10][C:11]2[CH:15]=[CH:14][N:13]([CH2:16][C@@H:17]3[CH2:18][O:38][C:37]([CH3:49])([CH3:36])[O:20]3)[N:12]=2)=[O:9])[CH2:5][CH2:4][CH2:3][CH2:2]1. Given the reactants [CH:1]1([CH2:6][C@H:7]([N:21]2[CH2:25][C:24]([O:26][C:27]3[C:32]([F:33])=[CH:31][CH:30]=[CH:29][C:28]=3[F:34])=[CH:23][C:22]2=[O:35])[C:8]([NH:10][C:11]2[CH:15]=[CH:14][N:13]([CH2:16][C:17]([OH:20])(C)[CH3:18])[N:12]=2)=[O:9])[CH2:5][CH2:4][CH2:3][CH2:2]1.[CH3:36][C:37]1([CH3:49])[O:38][C@H:37]([CH2:49]N2C=CC(N)=N2)[CH2:36][O:38]1.F[P-](F)(F)(F)(F)F.N1(O[P+](N(C)C)(N(C)C)N(C)C)C2C=CC=CC=2N=N1.C(N(CC)C(C)C)(C)C, predict the reaction product. (9) Given the reactants Cl[C:2]1[CH:11]=[CH:10][C:9]2[C:4](=[CH:5][CH:6]=[C:7](Cl)[CH:8]=2)[N:3]=1.[O:13]([CH2:20][CH2:21][NH2:22])[C:14]1[CH:19]=[CH:18][CH:17]=[CH:16][CH:15]=1, predict the reaction product. The product is: [O:13]([CH2:20][CH2:21][NH:22][C:2]1[CH:11]=[CH:10][C:9]2[C:4](=[CH:5][CH:6]=[C:7]([NH:22][CH2:21][CH2:20][O:13][C:14]3[CH:19]=[CH:18][CH:17]=[CH:16][CH:15]=3)[CH:8]=2)[N:3]=1)[C:14]1[CH:19]=[CH:18][CH:17]=[CH:16][CH:15]=1.